From a dataset of Catalyst prediction with 721,799 reactions and 888 catalyst types from USPTO. Predict which catalyst facilitates the given reaction. (1) Reactant: [CH3:1][O:2][C:3]1[CH:4]=[C:5]2[C:10](=[CH:11][C:12]=1[O:13][CH3:14])[N:9]=[CH:8][N:7]=[C:6]2[O:15][C:16]1[CH:22]=[CH:21][C:19]([NH2:20])=[CH:18][CH:17]=1.C1(C)C=CC=CC=1.C(N(CC)CC)C.ClC(Cl)(O[C:41](=[O:47])[O:42][C:43](Cl)(Cl)Cl)Cl.[CH3:49][O:50][C:51]1[CH:61]=[CH:60][CH:59]=[CH:58][C:52]=1[O:53][CH2:54][CH2:55]CO. Product: [CH3:1][O:2][C:3]1[CH:4]=[C:5]2[C:10](=[CH:11][C:12]=1[O:13][CH3:14])[N:9]=[CH:8][N:7]=[C:6]2[O:15][C:16]1[CH:22]=[CH:21][C:19]([NH:20][C:41](=[O:47])[O:42][CH2:43][CH2:55][CH2:54][O:53][C:52]2[CH:58]=[CH:59][CH:60]=[CH:61][C:51]=2[O:50][CH3:49])=[CH:18][CH:17]=1. The catalyst class is: 2. (2) Reactant: Cl[C:2]1[C:11]2[C:6](=[CH:7][CH:8]=[CH:9][CH:10]=2)[C:5]([C:12]2[S:13][C:14]([CH3:18])=[C:15]([CH3:17])[CH:16]=2)=[N:4][N:3]=1.[CH3:19][O:20][C:21]1[CH:30]=[C:29]2[C:24]([C:25]([O:31][C:32]3[CH:37]=[CH:36][C:35]([NH2:38])=[CH:34][CH:33]=3)=[CH:26][CH:27]=[N:28]2)=[N:23][CH:22]=1. Product: [CH3:17][C:15]1[CH:16]=[C:12]([C:5]2[C:6]3[C:11](=[CH:10][CH:9]=[CH:8][CH:7]=3)[C:2]([NH:38][C:35]3[CH:34]=[CH:33][C:32]([O:31][C:25]4[C:24]5[C:29](=[CH:30][C:21]([O:20][CH3:19])=[CH:22][N:23]=5)[N:28]=[CH:27][CH:26]=4)=[CH:37][CH:36]=3)=[N:3][N:4]=2)[S:13][C:14]=1[CH3:18]. The catalyst class is: 107.